From a dataset of Full USPTO retrosynthesis dataset with 1.9M reactions from patents (1976-2016). Predict the reactants needed to synthesize the given product. (1) Given the product [CH3:1][O:2][C:3](=[O:21])[CH2:4][C:5]1[CH:10]=[CH:9][CH:8]=[C:7]([O:11][C:12]2[CH:17]=[CH:16][C:15]([Br:18])=[CH:14][C:13]=2[CH2:19][NH:22][CH2:23][C@@H:24]([OH:25])[C:26]2[CH:31]=[CH:30][CH:29]=[CH:28][CH:27]=2)[CH:6]=1, predict the reactants needed to synthesize it. The reactants are: [CH3:1][O:2][C:3](=[O:21])[CH2:4][C:5]1[CH:10]=[CH:9][CH:8]=[C:7]([O:11][C:12]2[CH:17]=[CH:16][C:15]([Br:18])=[CH:14][C:13]=2[CH:19]=O)[CH:6]=1.[NH2:22][CH2:23][C@H:24]([C:26]1[CH:31]=[CH:30][CH:29]=[CH:28][CH:27]=1)[OH:25]. (2) Given the product [C:6]([C:5]1[CH:8]=[CH:9][C:2]([NH:1][C:31]([N:22]2[CH2:23][CH2:24][C:25]3[C:30](=[CH:29][CH:28]=[CH:27][CH:26]=3)[C@H:21]2[C:18]2[CH:19]=[CH:20][C:15]([C:14]([F:43])([F:13])[F:44])=[CH:16][CH:17]=2)=[O:32])=[C:3]([CH3:10])[CH:4]=1)#[N:7], predict the reactants needed to synthesize it. The reactants are: [NH2:1][C:2]1[CH:9]=[CH:8][C:5]([C:6]#[N:7])=[CH:4][C:3]=1[CH3:10].[H-].[Na+].[F:13][C:14]([F:44])([F:43])[C:15]1[CH:20]=[CH:19][C:18]([C@@H:21]2[C:30]3[C:25](=[CH:26][CH:27]=[CH:28][CH:29]=3)[CH2:24][CH2:23][N:22]2[C:31](OC2C=CC([N+]([O-])=O)=CC=2)=[O:32])=[CH:17][CH:16]=1.O. (3) Given the product [C:11]([O:10][C:9]([N:8]([C@H:16]1[CH2:24][CH2:23][CH2:22][C@H:21]([O:25][CH2:26][CH:27]([CH3:28])[CH3:29])[C@@H:20]([O:30][C:31]2[CH:36]=[CH:35][CH:34]=[CH:33][CH:32]=2)[C@H:19]([CH3:37])[O:18][C:17]1=[O:38])[C:6](=[O:7])[O:5][C:1]([CH3:2])([CH3:3])[CH3:4])=[O:15])([CH3:13])([CH3:14])[CH3:12], predict the reactants needed to synthesize it. The reactants are: [C:1]([O:5][C:6]([N:8]([C@H:16]1[CH2:24][CH2:23][CH2:22][C@H:21]([O:25][CH2:26][C:27]([CH3:29])=[CH2:28])[C@@H:20]([O:30][C:31]2[CH:36]=[CH:35][CH:34]=[CH:33][CH:32]=2)[C@H:19]([CH3:37])[O:18][C:17]1=[O:38])[C:9](=[O:15])[O:10][C:11]([CH3:14])([CH3:13])[CH3:12])=[O:7])([CH3:4])([CH3:3])[CH3:2]. (4) Given the product [CH3:1][O:2][C:3](=[O:25])[CH2:4][C:5]1[CH:10]=[CH:9][CH:8]=[C:7]([O:11][C:12]2[CH:17]=[CH:16][C:15]([C:18]([F:20])([F:19])[F:21])=[CH:14][C:13]=2[CH2:22][N:23]([S:34]([C:31]2[CH:30]=[CH:29][C:28]([O:27][CH3:26])=[CH:33][CH:32]=2)(=[O:36])=[O:35])[CH3:24])[CH:6]=1, predict the reactants needed to synthesize it. The reactants are: [CH3:1][O:2][C:3](=[O:25])[CH2:4][C:5]1[CH:10]=[CH:9][CH:8]=[C:7]([O:11][C:12]2[CH:17]=[CH:16][C:15]([C:18]([F:21])([F:20])[F:19])=[CH:14][C:13]=2[CH2:22][NH:23][CH3:24])[CH:6]=1.[CH3:26][O:27][C:28]1[CH:33]=[CH:32][C:31]([S:34](Cl)(=[O:36])=[O:35])=[CH:30][CH:29]=1. (5) Given the product [CH2:1]([N:8]1[CH2:13][CH2:12][CH2:11][CH2:10][CH:9]1[CH2:14][CH2:15][CH2:16][NH:18][CH:19]1[CH2:27][C:26]2[C:21](=[CH:22][CH:23]=[CH:24][CH:25]=2)[CH2:20]1)[C:2]1[CH:7]=[CH:6][CH:5]=[CH:4][CH:3]=1, predict the reactants needed to synthesize it. The reactants are: [CH2:1]([N:8]1[CH2:13][CH2:12][CH2:11][CH2:10][CH:9]1[CH2:14][CH2:15][CH:16]=O)[C:2]1[CH:7]=[CH:6][CH:5]=[CH:4][CH:3]=1.[NH2:18][CH:19]1[CH2:27][C:26]2[C:21](=[CH:22][CH:23]=[CH:24][CH:25]=2)[CH2:20]1.C(O)(=O)C.C(O[BH-](OC(=O)C)OC(=O)C)(=O)C.[Na+].